From a dataset of Reaction yield outcomes from USPTO patents with 853,638 reactions. Predict the reaction yield, written as a fraction of the theoretical maximum amount of product (1.0 means a 100% yield; for example, 0.34 means a 34% yield). The reactants are P([Cl:9])(OCC)(OCC)=O.[CH3:10][O:11][CH2:12][C@H:13]([NH:38][C:39]([C:41]1[S:45][C:44]([CH3:46])=[N:43][CH:42]=1)=[O:40])[C:14]([NH:16][C@@H:17]([CH2:35][O:36][CH3:37])[C:18]([NH:20][C@@H:21]([CH2:28][C:29]1[CH:34]=[CH:33][CH:32]=[CH:31][CH:30]=1)[C:22]([C@@:24]1([CH3:27])[CH2:26][O:25]1)=[O:23])=[O:19])=[O:15]. The catalyst is ClCCl.O.Cl[Ti](Cl)(Cl)Cl. The product is [Cl:9][CH2:26][C@:24]([OH:25])([CH3:27])[C:22](=[O:23])[C@@H:21]([NH:20][C:18](=[O:19])[C@@H:17]([NH:16][C:14](=[O:15])[C@@H:13]([NH:38][C:39]([C:41]1[S:45][C:44]([CH3:46])=[N:43][CH:42]=1)=[O:40])[CH2:12][O:11][CH3:10])[CH2:35][O:36][CH3:37])[CH2:28][C:29]1[CH:34]=[CH:33][CH:32]=[CH:31][CH:30]=1. The yield is 0.630.